From a dataset of Full USPTO retrosynthesis dataset with 1.9M reactions from patents (1976-2016). Predict the reactants needed to synthesize the given product. (1) Given the product [O:18]1[CH2:19][CH2:20][CH2:21][CH2:22][CH:17]1[O:16][CH2:15][CH2:14][O:13][C:10]1[S:11][CH:12]=[C:8]([C:6]([OH:7])=[O:5])[N:9]=1, predict the reactants needed to synthesize it. The reactants are: [OH-].[Li+].C([O:5][C:6]([C:8]1[N:9]=[C:10]([O:13][CH2:14][CH2:15][O:16][CH:17]2[CH2:22][CH2:21][CH2:20][CH2:19][O:18]2)[S:11][CH:12]=1)=[O:7])C.Cl. (2) The reactants are: Cl[C:2]1[C:3]([NH2:9])=[N:4][CH:5]=[N:6][C:7]=1Cl.[NH2:10][C:11]1[CH:12]=[C:13]([OH:17])[CH:14]=[CH:15][CH:16]=1.CC1(C)C(C)(C)OB([C:26]2[CH:27]=[N:28][N:29]([CH2:31][C:32]3[CH:39]=[CH:38][C:35]([C:36]#[N:37])=[CH:34][CH:33]=3)[CH:30]=2)O1.[C:41](Cl)(=[O:44])[CH:42]=[CH2:43]. Given the product [NH2:9][C:3]1[N:4]=[CH:5][N:6]=[C:7]([O:17][C:13]2[CH:12]=[C:11]([NH:10][C:41](=[O:44])[CH:42]=[CH2:43])[CH:16]=[CH:15][CH:14]=2)[C:2]=1[C:26]1[CH:27]=[N:28][N:29]([CH2:31][C:32]2[CH:33]=[CH:34][C:35]([C:36]#[N:37])=[CH:38][CH:39]=2)[CH:30]=1, predict the reactants needed to synthesize it. (3) Given the product [I:1][C:2]1[CH:3]=[C:4]2[C:8](=[CH:9][CH:10]=1)[N:7]([CH:11]([CH3:13])[CH3:12])[N:6]=[CH:5]2.[I:1][C:2]1[CH:10]=[CH:9][C:8]2[C:4](=[CH:5][N:6]([CH:16]([CH3:17])[CH3:15])[N:7]=2)[CH:3]=1, predict the reactants needed to synthesize it. The reactants are: [I:1][C:2]1[CH:3]=[C:4]2[C:8](=[CH:9][CH:10]=1)[NH:7][N:6]=[CH:5]2.[CH:11](Br)([CH3:13])[CH3:12].[CH3:15][C:16]([O-])(C)[CH3:17].[K+]. (4) Given the product [C:46]([C:41]1[CH:42]=[C:43]2[C:38](=[C:39]([F:50])[CH:40]=1)[C:37](=[O:51])[N:36]([C:7]1[CH:8]=[CH:9][CH:10]=[C:11]([C:12]3[CH:13]=[C:14]([NH:21][C:22]4[CH:27]=[CH:26][C:25]([C:28]([N:30]5[CH2:31][CH2:32][O:33][CH2:34][CH2:35]5)=[O:29])=[CH:24][N:23]=4)[C:15]4[N:16]([N:18]=[CH:19][N:20]=4)[CH:17]=3)[C:6]=1[CH2:5][OH:4])[N:45]=[CH:44]2)([CH3:49])([CH3:47])[CH3:48], predict the reactants needed to synthesize it. The reactants are: C([O:4][CH2:5][C:6]1[C:11]([C:12]2[CH:13]=[C:14]([NH:21][C:22]3[CH:27]=[CH:26][C:25]([C:28]([N:30]4[CH2:35][CH2:34][O:33][CH2:32][CH2:31]4)=[O:29])=[CH:24][N:23]=3)[C:15]3[N:16]([N:18]=[CH:19][N:20]=3)[CH:17]=2)=[CH:10][CH:9]=[CH:8][C:7]=1[N:36]1[N:45]=[CH:44][C:43]2[C:38](=[C:39]([F:50])[CH:40]=[C:41]([C:46]([CH3:49])([CH3:48])[CH3:47])[CH:42]=2)[C:37]1=[O:51])(=O)C.[OH-].[Na+].